Dataset: Reaction yield outcomes from USPTO patents with 853,638 reactions. Task: Predict the reaction yield, written as a fraction of the theoretical maximum amount of product (1.0 means a 100% yield; for example, 0.34 means a 34% yield). (1) The reactants are [Br:1][C:2]1[CH:9]=[CH:8][C:5]([CH:6]=O)=[C:4]([F:10])[CH:3]=1.[N:11]1([C:17]([O:19][C:20]([CH3:23])([CH3:22])[CH3:21])=[O:18])[CH2:16][CH2:15][NH:14][CH2:13][CH2:12]1.C(N(CC)CC)C.C(O[BH-](OC(=O)C)OC(=O)C)(=O)C.[Na+]. The catalyst is ClC(Cl)C. The product is [Br:1][C:2]1[CH:9]=[CH:8][C:5]([CH2:6][N:14]2[CH2:13][CH2:12][N:11]([C:17]([O:19][C:20]([CH3:23])([CH3:22])[CH3:21])=[O:18])[CH2:16][CH2:15]2)=[C:4]([F:10])[CH:3]=1. The yield is 0.800. (2) The reactants are C(OC([NH:11][C@:12]1([C:19]([O:21][CH2:22][CH3:23])=[O:20])[CH2:17][C:16](=[O:18])[NH:15][C:13]1=[O:14])=O)C1C=CC=CC=1. The catalyst is C(O)C.[Pd]. The product is [NH2:11][C@:12]1([C:19]([O:21][CH2:22][CH3:23])=[O:20])[CH2:17][C:16](=[O:18])[NH:15][C:13]1=[O:14]. The yield is 0.930.